From a dataset of Full USPTO retrosynthesis dataset with 1.9M reactions from patents (1976-2016). Predict the reactants needed to synthesize the given product. (1) The reactants are: [C:1](Cl)([O:3][CH2:4][C:5]1[CH:10]=[CH:9][CH:8]=[CH:7][CH:6]=1)=[O:2].[NH2:12][C:13]1[CH:14]=[CH:15][C:16]2[CH2:22][CH2:21][CH2:20][N:19]([C:23]([O:25][C:26]([CH3:29])([CH3:28])[CH3:27])=[O:24])[CH2:18][C:17]=2[CH:30]=1.C(N(CC)CC)C. Given the product [CH2:4]([O:3][C:1]([NH:12][C:13]1[CH:14]=[CH:15][C:16]2[CH2:22][CH2:21][CH2:20][N:19]([C:23]([O:25][C:26]([CH3:28])([CH3:27])[CH3:29])=[O:24])[CH2:18][C:17]=2[CH:30]=1)=[O:2])[C:5]1[CH:10]=[CH:9][CH:8]=[CH:7][CH:6]=1, predict the reactants needed to synthesize it. (2) The reactants are: [C:1]([C:5]1[CH:9]=[C:8]([NH:10][C:11]([NH:13][C@@H:14]2[C:23]3[C:18](=[CH:19][CH:20]=[CH:21][CH:22]=3)[C@H:17]([O:24][C:25]3[CH:26]=[CH:27][C:28]4[N:29]([C:31]([N:34]5[C@H:39]([CH3:40])[CH2:38][CH2:37][CH2:36][C@@H:35]5[CH3:41])=[N:32][N:33]=4)[CH:30]=3)[CH2:16][CH2:15]2)=[O:12])[N:7]([C:42]2[CH:46]=[CH:45][N:44]([CH2:47][CH2:48][O:49]S(C)(=O)=O)[N:43]=2)[N:6]=1)([CH3:4])([CH3:3])[CH3:2].[CH3:54][NH:55][CH3:56].C1C[O:60]CC1. Given the product [CH:48]([OH:49])=[O:60].[C:1]([C:5]1[CH:9]=[C:8]([NH:10][C:11]([NH:13][C@@H:14]2[C:23]3[C:18](=[CH:19][CH:20]=[CH:21][CH:22]=3)[C@H:17]([O:24][C:25]3[CH:26]=[CH:27][C:28]4[N:29]([C:31]([N:34]5[C@H:39]([CH3:40])[CH2:38][CH2:37][CH2:36][C@@H:35]5[CH3:41])=[N:32][N:33]=4)[CH:30]=3)[CH2:16][CH2:15]2)=[O:12])[N:7]([C:42]2[CH:46]=[CH:45][N:44]([CH2:47][CH2:48][N:55]([CH3:56])[CH3:54])[N:43]=2)[N:6]=1)([CH3:2])([CH3:3])[CH3:4], predict the reactants needed to synthesize it. (3) Given the product [F:29][C:11]([F:10])([F:28])[C:12]1[C:13]([NH2:27])=[N:14][CH:15]=[C:16]([C:2]2[S:6][C:5]3=[N:7][CH:8]=[CH:9][N:4]3[N:3]=2)[CH:17]=1, predict the reactants needed to synthesize it. The reactants are: Br[C:2]1[S:6][C:5]2=[N:7][CH:8]=[CH:9][N:4]2[N:3]=1.[F:10][C:11]([F:29])([F:28])[C:12]1[C:13]([NH2:27])=[N:14][CH:15]=[C:16](B2OC(C)(C)C(C)(C)O2)[CH:17]=1.C([O-])([O-])=O.[K+].[K+].N#N. (4) Given the product [CH3:1][C:2]1[C:3]([N:9]2[CH2:10][CH2:11][N:12]([C:15]([C:17]3[CH:22]=[CH:21][C:20]([N:23]4[C@@H:27]([CH2:28][O:29][CH3:35])[CH2:26][CH2:25][C:24]4=[O:30])=[CH:19][C:18]=3[F:31])=[O:16])[CH2:13][CH2:14]2)=[N:4][CH:5]=[C:6]([CH3:8])[CH:7]=1, predict the reactants needed to synthesize it. The reactants are: [CH3:1][C:2]1[C:3]([N:9]2[CH2:14][CH2:13][N:12]([C:15]([C:17]3[CH:22]=[CH:21][C:20]([N:23]4[C@@H:27]([CH2:28][OH:29])[CH2:26][CH2:25][C:24]4=[O:30])=[CH:19][C:18]=3[F:31])=[O:16])[CH2:11][CH2:10]2)=[N:4][CH:5]=[C:6]([CH3:8])[CH:7]=1.[H-].[Na+].O1CCC[CH2:35]1.S(C1C=CC(C)=CC=1)(OC)(=O)=O. (5) Given the product [Cl:14][C:5]1[N:4]=[C:3]([O:16][CH3:15])[C:12]2[C:7]([CH:6]=1)=[CH:8][C:9]([F:13])=[CH:10][CH:11]=2, predict the reactants needed to synthesize it. The reactants are: [Na].Cl[C:3]1[C:12]2[C:7](=[CH:8][C:9]([F:13])=[CH:10][CH:11]=2)[CH:6]=[C:5]([Cl:14])[N:4]=1.[CH3:15][OH:16].